Dataset: Catalyst prediction with 721,799 reactions and 888 catalyst types from USPTO. Task: Predict which catalyst facilitates the given reaction. Reactant: [F:1][C:2]1[CH:7]=[CH:6][C:5]([F:8])=[CH:4][C:3]=1[N:9]1[CH:13]=[C:12]([C:14]2[CH:19]=[CH:18][CH:17]=[CH:16][CH:15]=2)[C:11]([C:20](N(OC)C)=[O:21])=[N:10]1.[Li]C.[CH3:28]COCC. Product: [F:1][C:2]1[CH:7]=[CH:6][C:5]([F:8])=[CH:4][C:3]=1[N:9]1[CH:13]=[C:12]([C:14]2[CH:15]=[CH:16][CH:17]=[CH:18][CH:19]=2)[C:11]([C:20](=[O:21])[CH3:28])=[N:10]1. The catalyst class is: 1.